Predict which catalyst facilitates the given reaction. From a dataset of Catalyst prediction with 721,799 reactions and 888 catalyst types from USPTO. (1) Reactant: [C:1]([C:5]1[CH:10]=[CH:9][C:8]([N:11]2[C:15](=[O:16])[C:14]([CH3:18])([CH3:17])[N:13]([CH2:19][C:20]3[CH:25]=[CH:24][N:23]=[C:22]([NH:26][C:27](=O)[O:28]C4C=CC=CC=4)[N:21]=3)[C:12]2=[O:36])=[CH:7][CH:6]=1)([CH3:4])([CH3:3])[CH3:2].[CH3:37][NH:38][CH3:39]. Product: [C:1]([C:5]1[CH:6]=[CH:7][C:8]([N:11]2[C:15](=[O:16])[C:14]([CH3:18])([CH3:17])[N:13]([CH2:19][C:20]3[CH:25]=[CH:24][N:23]=[C:22]([NH:26][C:27](=[O:28])[N:38]([CH3:39])[CH3:37])[N:21]=3)[C:12]2=[O:36])=[CH:9][CH:10]=1)([CH3:4])([CH3:3])[CH3:2]. The catalyst class is: 7. (2) Reactant: [Cl:1][C:2]1[N:7]=[C:6]([O:8][C:9]2[C:14]([CH3:15])=[CH:13][C:12]([CH3:16])=[CH:11][C:10]=2[CH3:17])[C:5]([C:18]([OH:20])=O)=[CH:4][CH:3]=1.CN(C(ON1N=NC2C=CC=NC1=2)=[N+](C)C)C.F[P-](F)(F)(F)(F)F.[F:45][C:46]1[N:51]=[C:50]([S:52]([NH2:55])(=[O:54])=[O:53])[CH:49]=[CH:48][CH:47]=1.C(N(C(C)C)C(C)C)C. Product: [Cl:1][C:2]1[N:7]=[C:6]([O:8][C:9]2[C:10]([CH3:17])=[CH:11][C:12]([CH3:16])=[CH:13][C:14]=2[CH3:15])[C:5]([C:18]([NH:55][S:52]([C:50]2[CH:49]=[CH:48][CH:47]=[C:46]([F:45])[N:51]=2)(=[O:53])=[O:54])=[O:20])=[CH:4][CH:3]=1. The catalyst class is: 9. (3) Reactant: [F:1][CH2:2][CH2:3][O:4][C:5]1[CH:14]=[CH:13][C:8]([C:9]([O:11]C)=[O:10])=[CH:7][CH:6]=1.[Li+].[OH-]. Product: [F:1][CH2:2][CH2:3][O:4][C:5]1[CH:14]=[CH:13][C:8]([C:9]([OH:11])=[O:10])=[CH:7][CH:6]=1. The catalyst class is: 12. (4) Reactant: Br[C:2]1[CH:3]=[N:4][NH:5][CH:6]=1.[Br:7][C:8]1[CH:19]=[CH:18][C:11]([C:12](N(OC)C)=[O:13])=[CH:10][CH:9]=1.C([Li])(C)(C)C. Product: [Br:7][C:8]1[CH:19]=[CH:18][C:11]([C:12]([C:2]2[CH:3]=[N:4][NH:5][CH:6]=2)=[O:13])=[CH:10][CH:9]=1. The catalyst class is: 13. (5) Reactant: [N:1]1([CH:6]2[CH2:14][C:13]3[C:8](=[CH:9][CH:10]=[C:11]([OH:15])[CH:12]=3)[CH2:7]2)[CH2:5][CH2:4][CH2:3][CH2:2]1.C(=O)([O-])[O-].[K+].[K+].Cl[C:23]1[CH:28]=[CH:27][C:26]([I:29])=[CH:25][N:24]=1. Product: [I:29][C:26]1[CH:27]=[CH:28][C:23]([O:15][C:11]2[CH:12]=[C:13]3[C:8](=[CH:9][CH:10]=2)[CH2:7][CH:6]([N:1]2[CH2:5][CH2:4][CH2:3][CH2:2]2)[CH2:14]3)=[N:24][CH:25]=1. The catalyst class is: 9. (6) Reactant: [NH2:1][C:2]1[CH:7]=[CH:6][C:5]([C:8]2[N:9]([CH2:26][CH3:27])[C:10]3[C:15]([C:16]=2[C:17]#[N:18])=[CH:14][CH:13]=[C:12]([N:19]2[CH2:24][CH2:23][N:22]([CH3:25])[CH2:21][CH2:20]2)[CH:11]=3)=[CH:4][CH:3]=1.[C:28](Cl)(=[O:31])[CH2:29][CH3:30]. Product: [C:17]([C:16]1[C:15]2[C:10](=[CH:11][C:12]([N:19]3[CH2:20][CH2:21][N:22]([CH3:25])[CH2:23][CH2:24]3)=[CH:13][CH:14]=2)[N:9]([CH2:26][CH3:27])[C:8]=1[C:5]1[CH:6]=[CH:7][C:2]([NH:1][C:28](=[O:31])[CH2:29][CH3:30])=[CH:3][CH:4]=1)#[N:18]. The catalyst class is: 17. (7) Product: [CH3:47][O:46][C:43]1[CH:44]=[CH:45][C:40]2[N:41]([C:37]([S:21][C:19]3[CH:18]=[CH:17][C:15]4[N:16]=[C:12]([NH:11][C:9]([NH:8][CH2:7][CH2:6][N:1]5[CH2:2][CH2:3][CH2:4][CH2:5]5)=[O:10])[S:13][C:14]=4[CH:20]=3)=[N:38][N:39]=2)[N:42]=1. The catalyst class is: 97. Reactant: [N:1]1([CH2:6][CH2:7][NH:8][C:9]([NH:11][C:12]2[S:13][C:14]3[CH:20]=[C:19]([SH:21])[CH:18]=[CH:17][C:15]=3[N:16]=2)=[O:10])[CH2:5][CH2:4][CH2:3][CH2:2]1.P([O-])(O)(O)=O.[K+].SCC(C(CS)O)O.Cl[C:37]1[N:41]2[N:42]=[C:43]([O:46][CH3:47])[CH:44]=[CH:45][C:40]2=[N:39][N:38]=1. (8) Reactant: [Br:1][C:2]1[CH:7]=[CH:6][C:5]([C:8]2[N:13]=[C:12]3[N:14]=[C:15]([O:25][C@H:26]4[CH2:35][O:34][C@H:33]5[C@@H:28]([O:29]C(C6C=CC=CC=6)[O:31][CH2:32]5)[CH2:27]4)[N:16](COCC[Si](C)(C)C)[C:11]3=[CH:10][C:9]=2[Cl:42])=[CH:4][CH:3]=1.C(O)=O.OS([O-])(=O)=O.[K+].[OH-].[Na+].[NH4+].[Cl-]. Product: [Br:1][C:2]1[CH:7]=[CH:6][C:5]([C:8]2[N:13]=[C:12]3[N:14]=[C:15]([O:25][C@H:26]4[CH2:35][O:34][C@H:33]([CH2:32][OH:31])[C@@H:28]([OH:29])[CH2:27]4)[NH:16][C:11]3=[CH:10][C:9]=2[Cl:42])=[CH:4][CH:3]=1. The catalyst class is: 25. (9) Reactant: [C:1]1(=[O:17])[N:5]([C:6]2[CH:11]=[CH:10][C:9]([CH2:12][C:13](O)=[O:14])=[CH:8][CH:7]=2)[C:4](=[O:16])[CH:3]=[CH:2]1.C(Cl)(=O)C([Cl:21])=O. Product: [C:1]1(=[O:17])[N:5]([C:6]2[CH:11]=[CH:10][C:9]([CH2:12][C:13]([Cl:21])=[O:14])=[CH:8][CH:7]=2)[C:4](=[O:16])[CH:3]=[CH:2]1. The catalyst class is: 4. (10) Reactant: [F:1][C:2]([F:13])([C:6]1[CH:11]=[CH:10][C:9]([F:12])=[CH:8][N:7]=1)[C:3]([O-])=O.[Na+].[NH2:15][C:16]1[C:24]([F:25])=[CH:23][CH:22]=[CH:21][C:17]=1[C:18]([NH2:20])=[O:19]. The catalyst class is: 6. Product: [F:1][C:2]([F:13])([C:6]1[CH:11]=[CH:10][C:9]([F:12])=[CH:8][N:7]=1)[C:3]1[NH:20][C:18](=[O:19])[C:17]2[C:16](=[C:24]([F:25])[CH:23]=[CH:22][CH:21]=2)[N:15]=1.